Dataset: Full USPTO retrosynthesis dataset with 1.9M reactions from patents (1976-2016). Task: Predict the reactants needed to synthesize the given product. (1) Given the product [NH2:29][C:6]1[CH:7]=[N:8][C:9]2[C:4]([CH:5]=1)=[CH:3][C:2]([F:1])=[CH:11][CH:10]=2, predict the reactants needed to synthesize it. The reactants are: [F:1][C:2]1[CH:3]=[C:4]2[C:9](=[CH:10][CH:11]=1)[N:8]=[CH:7][C:6](C(O)=O)=[CH:5]2.C1(P([N:29]=[N+]=[N-])(C2C=CC=CC=2)=O)C=CC=CC=1.C(N(CC)CC)C.C1COCC1. (2) Given the product [C:1]([C:5]1[N:6]([S:14]([N:13]([CH3:18])[CH3:12])(=[O:16])=[O:15])[CH:7]=[CH:8][N:9]=1)([CH3:4])([CH3:3])[CH3:2], predict the reactants needed to synthesize it. The reactants are: [C:1]([C:5]1[NH:6][CH:7]=[CH:8][N:9]=1)([CH3:4])([CH3:3])[CH3:2].[H-].[Na+].[CH3:12][N:13]([CH3:18])[S:14](Cl)(=[O:16])=[O:15].[NH4+].[Cl-]. (3) Given the product [C:23]([O:26][CH2:18][C@:17]12[CH2:19][C@H:2]([F:1])[C@H:3]3[C@@H:12]([C@H:11]([CH3:21])[CH2:10][C:9]4[CH:8]=[CH:7][CH:6]=[CH:5][C:4]=43)[C@@H:13]1[CH2:14][CH2:15][C:16]2=[O:20])(=[O:25])[CH3:24], predict the reactants needed to synthesize it. The reactants are: [F:1][C@H:2]1[CH2:19][C@@:17]2([CH3:18])[C@@H:13]([CH2:14][CH2:15][C:16]2=[O:20])[C@H:12]2[C@H:3]1[C:4]1[CH:5]=[CH:6][C:7](O)=[CH:8][C:9]=1[CH2:10][C@H:11]2[CH3:21].[C:23]([O:26]C(=O)C)(=[O:25])[CH3:24]. (4) Given the product [Si:19]([O:1][CH2:2][C:3]1[CH:4]=[C:5]([OH:9])[CH:6]=[CH:7][CH:8]=1)([C:15]([CH3:18])([CH3:17])[CH3:16])([CH3:21])[CH3:20], predict the reactants needed to synthesize it. The reactants are: [OH:1][CH2:2][C:3]1[CH:4]=[C:5]([OH:9])[CH:6]=[CH:7][CH:8]=1.N1C=CN=C1.[C:15]([Si:19](Cl)([CH3:21])[CH3:20])([CH3:18])([CH3:17])[CH3:16]. (5) Given the product [F:1][C:2]1[CH:10]=[CH:9][C:5]([C:6](=[O:8])[NH:48][C@H:49]2[C:58]3[C:53](=[CH:54][CH:55]=[CH:56][CH:57]=3)[O:52][CH2:51][C@H:50]2[OH:59])=[CH:4][C:3]=1[NH:11][C:12]([C:14]1[N:18]2[CH:19]=[CH:20][CH:21]=[CH:22][C:17]2=[N:16][CH:15]=1)=[O:13], predict the reactants needed to synthesize it. The reactants are: [F:1][C:2]1[CH:10]=[CH:9][C:5]([C:6]([OH:8])=O)=[CH:4][C:3]=1[NH:11][C:12]([C:14]1[N:18]2[CH:19]=[CH:20][CH:21]=[CH:22][C:17]2=[N:16][CH:15]=1)=[O:13].CN(C(ON1N=NC2C=CC=NC1=2)=[N+](C)C)C.F[P-](F)(F)(F)(F)F.Br.[NH2:48][C@H:49]1[C:58]2[C:53](=[CH:54][CH:55]=[CH:56][CH:57]=2)[O:52][CH2:51][C@H:50]1[OH:59].C(N(C(C)C)CC)(C)C. (6) The reactants are: BrC1C=C2C(=CC=1)[C:8]([O:12][S:13]([C:16]([F:19])([F:18])[F:17])(=[O:15])=[O:14])=[C:7]([C@H:20]([O:26][C:27]([CH3:30])([CH3:29])[CH3:28])[C:21]([O:23][CH2:24][CH3:25])=[O:22])C(C)=C2.[F:32][C:33]1[CH:38]=[C:37]([F:39])[CH:36]=[CH:35][C:34]=1[CH2:40][C:41](=O)[CH3:42]. Given the product [C:27]([O:26][C@@H:20]([C:7]1[C:41]([CH3:42])=[CH:40][C:34]2[C:35](=[CH:36][C:37]([F:39])=[CH:38][C:33]=2[F:32])[C:8]=1[O:12][S:13]([C:16]([F:19])([F:17])[F:18])(=[O:14])=[O:15])[C:21]([O:23][CH2:24][CH3:25])=[O:22])([CH3:28])([CH3:29])[CH3:30], predict the reactants needed to synthesize it. (7) Given the product [Cl:1][C:2]1[CH:10]=[CH:9][C:5]([C:6]([NH:11][C:12]2[CH:17]=[N:16][C:15]([OH:18])=[CH:14][CH:13]=2)=[O:7])=[CH:4][CH:3]=1, predict the reactants needed to synthesize it. The reactants are: [Cl:1][C:2]1[CH:10]=[CH:9][C:5]([C:6](Cl)=[O:7])=[CH:4][CH:3]=1.[NH2:11][C:12]1[CH:13]=[CH:14][C:15]([O:18]C)=[N:16][CH:17]=1. (8) Given the product [C:16]([O:15][C:13]([N:11]1[CH2:12][CH:9]([O:8][C:5]2[CH:6]=[N:7][C:2]([N:29]3[C:30]4[C:26](=[CH:25][C:24]([S:21]([CH3:20])(=[O:23])=[O:22])=[CH:32][CH:31]=4)[CH:27]=[CH:28]3)=[CH:3][CH:4]=2)[CH2:10]1)=[O:14])([CH3:19])([CH3:18])[CH3:17], predict the reactants needed to synthesize it. The reactants are: Cl[C:2]1[N:7]=[CH:6][C:5]([O:8][CH:9]2[CH2:12][N:11]([C:13]([O:15][C:16]([CH3:19])([CH3:18])[CH3:17])=[O:14])[CH2:10]2)=[CH:4][CH:3]=1.[CH3:20][S:21]([C:24]1[CH:25]=[C:26]2[C:30](=[CH:31][CH:32]=1)[NH:29][CH:28]=[CH:27]2)(=[O:23])=[O:22]. (9) Given the product [Cl:1][C:2]1[CH:10]=[CH:9][C:8]2[N:7]([CH2:11][CH2:12][C:13]([OH:15])=[O:14])[C:6]3[CH2:18][CH2:19][N:20]([CH3:22])[CH2:21][C:5]=3[C:4]=2[CH:3]=1, predict the reactants needed to synthesize it. The reactants are: [Cl:1][C:2]1[CH:10]=[CH:9][C:8]2[N:7]([CH2:11][CH2:12][C:13]([O:15]CC)=[O:14])[C:6]3[CH2:18][CH2:19][N:20]([CH3:22])[CH2:21][C:5]=3[C:4]=2[CH:3]=1.[OH-].[Na+].Cl.